Dataset: Full USPTO retrosynthesis dataset with 1.9M reactions from patents (1976-2016). Task: Predict the reactants needed to synthesize the given product. (1) Given the product [NH2:12][C:13]1[N:14]=[C:15]([N:24]2[CH2:25][CH2:26][N:27]([C:30](=[O:40])[CH2:31][O:32][C:33]3[CH:38]=[CH:37][C:36]([Cl:39])=[CH:35][CH:34]=3)[CH2:28][CH2:29]2)[C:16]2[N:22]=[C:21]([C:6]3[CH:7]=[CH:8][C:3]([CH2:2][OH:1])=[CH:4][CH:5]=3)[CH:20]=[CH:19][C:17]=2[N:18]=1, predict the reactants needed to synthesize it. The reactants are: [OH:1][CH2:2][C:3]1[CH:8]=[CH:7][C:6](B(O)O)=[CH:5][CH:4]=1.[NH2:12][C:13]1[N:14]=[C:15]([N:24]2[CH2:29][CH2:28][N:27]([C:30](=[O:40])[CH2:31][O:32][C:33]3[CH:38]=[CH:37][C:36]([Cl:39])=[CH:35][CH:34]=3)[CH2:26][CH2:25]2)[C:16]2[N:22]=[C:21](Cl)[CH:20]=[CH:19][C:17]=2[N:18]=1. (2) Given the product [Br:13][C:8]1[CH:7]=[CH:6][C:4]([NH2:5])=[C:3]([C:2]([F:10])([F:11])[F:1])[CH:9]=1, predict the reactants needed to synthesize it. The reactants are: [F:1][C:2]([F:11])([F:10])[C:3]1[CH:9]=[CH:8][CH:7]=[CH:6][C:4]=1[NH2:5].[K+].[Br-:13].B(O[O-])=O.O.[Na+].C(=O)(O)[O-].[Na+]. (3) Given the product [F:24][C:19]([F:25])([C:10]1[C:11]([C:15]([F:18])([F:17])[F:16])=[C:12]([C:13]([OH:29])=[O:26])[NH:8][N:9]=1)[C:20]([F:23])([F:22])[F:21], predict the reactants needed to synthesize it. The reactants are: ClC1C([N:8]2[C:12]([C:13]#N)=[C:11]([C:15]([F:18])([F:17])[F:16])[C:10]([C:19]([F:25])([F:24])[C:20]([F:23])([F:22])[F:21])=[N:9]2)=NC=CC=1.[OH-:26].[Na+].C[OH:29]. (4) Given the product [CH3:17][Si:16]([CH3:19])([CH3:18])[CH2:15][CH2:14][O:13][CH2:12][N:8]1[C:9]2[C:4](=[CH:3][C:2]([CH:27]=[CH2:28])=[CH:11][CH:10]=2)[CH:5]=[CH:6][C:7]1=[O:20], predict the reactants needed to synthesize it. The reactants are: Br[C:2]1[CH:3]=[C:4]2[C:9](=[CH:10][CH:11]=1)[N:8]([CH2:12][O:13][CH2:14][CH2:15][Si:16]([CH3:19])([CH3:18])[CH3:17])[C:7](=[O:20])[CH:6]=[CH:5]2.C([O-])([O-])=O.[K+].[K+].[C:27]1(C)C=CC=C[CH:28]=1. (5) Given the product [CH3:25][NH:26][C:22]([CH:18]1[CH2:19][C:20](=[O:21])[N:16]([C:13]2[CH:14]=[CH:15][C:10]([CH2:9][CH2:8][C:4]3[CH:5]=[CH:6][CH:7]=[C:2]([F:1])[CH:3]=3)=[CH:11][CH:12]=2)[CH2:17]1)=[O:24], predict the reactants needed to synthesize it. The reactants are: [F:1][C:2]1[CH:3]=[C:4]([CH2:8][CH2:9][C:10]2[CH:15]=[CH:14][C:13]([N:16]3[C:20](=[O:21])[CH2:19][CH:18]([C:22]([OH:24])=O)[CH2:17]3)=[CH:12][CH:11]=2)[CH:5]=[CH:6][CH:7]=1.[CH3:25][NH2:26]. (6) Given the product [CH2:17]([C@H:16]1[C@@H:12]([N:11]2[C:2]3[C:7](=[CH:6][N:5]=[C:4]4[N:26]([S:29]([C:32]5[CH:38]=[CH:37][C:35]([CH3:36])=[CH:34][CH:33]=5)(=[O:31])=[O:30])[CH:27]=[CH:28][C:3]4=3)[CH2:8][CH2:9][CH2:10]2)[CH2:13][C@@H:14]([NH:19][S:20]([CH:23]2[CH2:25][CH2:24]2)(=[O:22])=[O:21])[CH2:15]1)[CH3:18], predict the reactants needed to synthesize it. The reactants are: Cl[C:2]1[C:7]([CH2:8][CH2:9][CH2:10][NH:11][C@@H:12]2[C@H:16]([CH2:17][CH3:18])[CH2:15][C@H:14]([NH:19][S:20]([CH:23]3[CH2:25][CH2:24]3)(=[O:22])=[O:21])[CH2:13]2)=[CH:6][N:5]=[C:4]2[N:26]([S:29]([C:32]3[CH:38]=[CH:37][C:35]([CH3:36])=[CH:34][CH:33]=3)(=[O:31])=[O:30])[CH:27]=[CH:28][C:3]=12.CCN(C(C)C)C(C)C.[I-].[K+].